Dataset: Reaction yield outcomes from USPTO patents with 853,638 reactions. Task: Predict the reaction yield, written as a fraction of the theoretical maximum amount of product (1.0 means a 100% yield; for example, 0.34 means a 34% yield). (1) The reactants are [CH:1]1[C:13]2[CH2:12][C:11]3[C:6](=[CH:7][CH:8]=[CH:9][CH:10]=3)[C:5]=2[CH:4]=[CH:3][CH:2]=1.[Li][CH2:15][CH2:16]CC.ICC. No catalyst specified. The product is [CH2:15]([CH:12]1[C:11]2[CH:10]=[CH:9][CH:8]=[CH:7][C:6]=2[C:5]2[C:13]1=[CH:1][CH:2]=[CH:3][CH:4]=2)[CH3:16]. The yield is 0.970. (2) The reactants are [CH2:1]([O:3][C:4]1[N:12]=[CH:11][C:10]([S:13]([N:16]2[CH2:21][CH2:20][N:19]([CH2:22][CH3:23])[CH2:18][CH2:17]2)(=[O:15])=[O:14])=[CH:9][C:5]=1[C:6]([OH:8])=O)[CH3:2].[NH2:24][C:25]1[C:26]([C:36]([NH2:38])=[O:37])=[N:27][N:28]([CH2:32][CH2:33][O:34][CH3:35])[C:29]=1[CH2:30][CH3:31]. The catalyst is C(OCC)(=O)C. The product is [C:36]([C:26]1[C:25]([NH:24][C:6](=[O:8])[C:5]2[CH:9]=[C:10]([S:13]([N:16]3[CH2:17][CH2:18][N:19]([CH2:22][CH3:23])[CH2:20][CH2:21]3)(=[O:14])=[O:15])[CH:11]=[N:12][C:4]=2[O:3][CH2:1][CH3:2])=[C:29]([CH2:30][CH3:31])[N:28]([CH2:32][CH2:33][O:34][CH3:35])[N:27]=1)(=[O:37])[NH2:38]. The yield is 0.145. (3) The reactants are [I:1][C:2]1[CH:3]=[C:4]2[C:8](=[CH:9][CH:10]=1)[NH:7][C:6](=[O:11])[C:5]2=[N:12][NH:13][C:14]([C:16]1[CH:21]=[CH:20][C:19]([NH:22][C:23]([C:25]2[CH:34]=[CH:33][C:28]([C:29]([O:31]C)=[O:30])=[CH:27][CH:26]=2)=[O:24])=[CH:18][CH:17]=1)=[O:15].[OH-].[Na+]. The catalyst is C1COCC1.O. The product is [I:1][C:2]1[CH:3]=[C:4]2[C:8](=[CH:9][CH:10]=1)[NH:7][C:6](=[O:11])[C:5]2=[N:12][NH:13][C:14]([C:16]1[CH:17]=[CH:18][C:19]([NH:22][C:23]([C:25]2[CH:34]=[CH:33][C:28]([C:29]([OH:31])=[O:30])=[CH:27][CH:26]=2)=[O:24])=[CH:20][CH:21]=1)=[O:15]. The yield is 0.860. (4) The reactants are [OH:1][C:2]1[C:3](=[O:19])[CH:4]=[C:5]([CH2:8][NH:9][S:10]([C:13]2[CH:18]=[CH:17][CH:16]=[CH:15][CH:14]=2)(=[O:12])=[O:11])[O:6][CH:7]=1.[CH2:20]=[O:21].[OH-].[Na+]. The catalyst is O1CCOCC1. The product is [OH:1][C:2]1[C:3](=[O:19])[CH:4]=[C:5]([CH2:8][NH:9][S:10]([C:13]2[CH:14]=[CH:15][CH:16]=[CH:17][CH:18]=2)(=[O:12])=[O:11])[O:6][C:7]=1[CH2:20][OH:21]. The yield is 0.386. (5) The reactants are [CH3:1][NH:2][C:3]([C:5]1[N:6]([CH3:14])[C:7]2[C:12]([CH:13]=1)=[CH:11][CH:10]=[CH:9][CH:8]=2)=O.[H-].[H-].[H-].[H-].[Li+].[Al+3]. The catalyst is C1COCC1. The product is [CH3:14][N:6]1[C:7]2[C:12](=[CH:11][CH:10]=[CH:9][CH:8]=2)[CH:13]=[C:5]1[CH2:3][NH:2][CH3:1]. The yield is 0.930. (6) The product is [NH2:1][C:2]1[CH:7]=[CH:6][C:5]([O:8][CH2:18][C@H:17]([NH:19][C:20](=[O:26])[O:21][C:22]([CH3:23])([CH3:25])[CH3:24])[CH3:16])=[C:4]([C:9]2[N:13]([CH3:14])[N:12]=[CH:11][CH:10]=2)[CH:3]=1. The catalyst is CC(C)=O. The yield is 0.507. The reactants are [NH2:1][C:2]1[CH:7]=[CH:6][C:5]([OH:8])=[C:4]([C:9]2[N:13]([CH3:14])[N:12]=[CH:11][CH:10]=2)[CH:3]=1.Br[CH2:16][C@H:17]([NH:19][C:20](=[O:26])[O:21][C:22]([CH3:25])([CH3:24])[CH3:23])[CH3:18].C(=O)([O-])[O-].[Cs+].[Cs+]. (7) The reactants are BrC1C=CC(O)=C(C2C=[CH:16][C:15]3[C:10](=[CH:11][CH:12]=[C:13]([C:18]4[N:22]([CH:23]5[CH2:28][CH2:27][CH2:26][CH2:25][CH2:24]5)[C:21]5[CH:29]=[CH:30][C:31]([C:33]([OH:35])=[O:34])=[CH:32][C:20]=5[N:19]=4)[CH:14]=3)[N:9]=2)C=1.C(OC(C1C=CC2N(C3CCCCC3)C(C3C=CC(N)=C(C=O)C=3)=NC=2C=1)=O)C.[OH:66][C:67]1[C:75]2[O:74][C:73]([C:76](=O)[CH3:77])=[CH:72][C:71]=2[CH:70]=[CH:69][CH:68]=1.[OH-].[K+]. The catalyst is C(O)C. The product is [CH:23]1([N:22]2[C:21]3[CH:29]=[CH:30][C:31]([C:33]([OH:35])=[O:34])=[CH:32][C:20]=3[N:19]=[C:18]2[C:13]2[CH:14]=[C:15]3[C:10](=[CH:11][CH:12]=2)[N:9]=[C:76]([C:73]2[O:74][C:75]4[C:67]([OH:66])=[CH:68][CH:69]=[CH:70][C:71]=4[CH:72]=2)[CH:77]=[CH:16]3)[CH2:24][CH2:25][CH2:26][CH2:27][CH2:28]1. The yield is 0.200. (8) The reactants are [CH2:1]([C:4]1[C:12]([OH:13])=[C:11]2[C:7]([CH2:8][O:9][C:10]2=[O:14])=[C:6]([CH3:15])[C:5]=1[CH2:16][CH3:17])[CH:2]=[CH2:3].C1C=CC(P(C2C=CC=CC=2)C2C=CC=CC=2)=CC=1.[CH3:37][Si:38]([CH3:43])([CH3:42])[CH2:39][CH2:40]O.N(C(OC(C)C)=O)=NC(OC(C)C)=O. The catalyst is C1COCC1. The product is [CH2:1]([C:4]1[C:12]([O:13][CH2:40][CH2:39][Si:38]([CH3:43])([CH3:42])[CH3:37])=[C:11]2[C:7]([CH2:8][O:9][C:10]2=[O:14])=[C:6]([CH3:15])[C:5]=1[CH2:16][CH3:17])[CH:2]=[CH2:3]. The yield is 0.920.